This data is from Peptide-MHC class I binding affinity with 185,985 pairs from IEDB/IMGT. The task is: Regression. Given a peptide amino acid sequence and an MHC pseudo amino acid sequence, predict their binding affinity value. This is MHC class I binding data. (1) The peptide sequence is MSAIVSCRY. The MHC is HLA-B08:02 with pseudo-sequence HLA-B08:02. The binding affinity (normalized) is 0.0847. (2) The peptide sequence is WMYEGKHVL. The MHC is HLA-A02:11 with pseudo-sequence HLA-A02:11. The binding affinity (normalized) is 1.00. (3) The peptide sequence is YPPKPCGI. The MHC is HLA-B51:01 with pseudo-sequence HLA-B51:01. The binding affinity (normalized) is 0.101. (4) The peptide sequence is DTVWEVQGY. The MHC is HLA-A29:02 with pseudo-sequence HLA-A29:02. The binding affinity (normalized) is 0.228. (5) The peptide sequence is KICEYIRSY. The MHC is HLA-A11:01 with pseudo-sequence HLA-A11:01. The binding affinity (normalized) is 0.300. (6) The peptide sequence is KLQLKGMSY. The MHC is HLA-A30:02 with pseudo-sequence HLA-A30:02. The binding affinity (normalized) is 0.549.